Dataset: Catalyst prediction with 721,799 reactions and 888 catalyst types from USPTO. Task: Predict which catalyst facilitates the given reaction. (1) Reactant: [C:1]([O:5][C:6]([N:8]1[C:12]2[C:13]([C:17]3[CH:21]=[CH:20][N:19]([C:22]([O:24][C:25]([CH3:28])([CH3:27])[CH3:26])=[O:23])[CH:18]=3)=[CH:14][CH:15]=[CH:16][C:11]=2[N:10]([CH2:29][C:30]2[CH:35]=[CH:34][CH:33]=[CH:32][CH:31]=2)[C:9]1=[O:36])=[O:7])([CH3:4])([CH3:3])[CH3:2]. Product: [C:1]([O:5][C:6]([N:8]1[C:12]2[C:13]([CH:17]3[CH2:21][CH2:20][N:19]([C:22]([O:24][C:25]([CH3:28])([CH3:27])[CH3:26])=[O:23])[CH2:18]3)=[CH:14][CH:15]=[CH:16][C:11]=2[N:10]([CH2:29][C:30]2[CH:35]=[CH:34][CH:33]=[CH:32][CH:31]=2)[C:9]1=[O:36])=[O:7])([CH3:2])([CH3:3])[CH3:4]. The catalyst class is: 5. (2) Reactant: [CH3:1][O:2][C:3]([C:5]1[CH:13]=[C:12]2[C:8]([CH:9]=[CH:10][NH:11]2)=[CH:7][CH:6]=1)=[O:4].[F:14][CH:15]([F:25])[O:16][C:17]1[CH:24]=[CH:23][C:20]([CH2:21]Br)=[CH:19][CH:18]=1.[H-].[Na+]. Product: [CH3:1][O:2][C:3]([C:5]1[CH:13]=[C:12]2[C:8]([CH:9]=[CH:10][N:11]2[CH2:21][C:20]2[CH:19]=[CH:18][C:17]([O:16][CH:15]([F:14])[F:25])=[CH:24][CH:23]=2)=[CH:7][CH:6]=1)=[O:4]. The catalyst class is: 384. (3) Reactant: C([N:8]1[CH2:12][CH2:11][CH:10]([N:13]2[CH2:18][CH2:17][CH:16]([CH3:19])[CH2:15][CH2:14]2)[CH2:9]1)C1C=CC=CC=1.[H][H]. Product: [CH3:19][CH:16]1[CH2:17][CH2:18][N:13]([CH:10]2[CH2:11][CH2:12][NH:8][CH2:9]2)[CH2:14][CH2:15]1. The catalyst class is: 19.